Dataset: Forward reaction prediction with 1.9M reactions from USPTO patents (1976-2016). Task: Predict the product of the given reaction. (1) Given the reactants [CH3:1][O:2][C:3]1[CH:26]=[CH:25][C:6]([CH2:7][N:8]2[CH2:14][CH:13]3[C:15]([C:17]4[CH:22]=[CH:21][CH:20]=[C:19]([O:23][CH3:24])[CH:18]=4)(O)[CH:10]([CH2:11][CH2:12]3)[CH2:9]2)=[CH:5][CH:4]=1.[ClH:27].CCOC(C)=O, predict the reaction product. The product is: [Cl:27][C:15]1([C:17]2[CH:22]=[CH:21][CH:20]=[C:19]([O:23][CH3:24])[CH:18]=2)[CH:13]2[CH2:12][CH2:11][CH:10]1[CH2:9][N:8]([CH2:7][C:6]1[CH:25]=[CH:26][C:3]([O:2][CH3:1])=[CH:4][CH:5]=1)[CH2:14]2. (2) Given the reactants S(=O)(=O)(O)N.[CH2:6]([O:13][C:14]1[CH:28]=[CH:27][C:17]([O:18][C:19]2[CH:26]=[CH:25][C:22]([CH:23]=[O:24])=[CH:21][CH:20]=2)=[CH:16][CH:15]=1)[C:7]1[CH:12]=[CH:11][CH:10]=[CH:9][CH:8]=1.Cl([O-])=[O:30].[Na+], predict the reaction product. The product is: [CH2:6]([O:13][C:14]1[CH:28]=[CH:27][C:17]([O:18][C:19]2[CH:20]=[CH:21][C:22]([C:23]([OH:30])=[O:24])=[CH:25][CH:26]=2)=[CH:16][CH:15]=1)[C:7]1[CH:8]=[CH:9][CH:10]=[CH:11][CH:12]=1. (3) Given the reactants [NH:1]1[C:5]2=[N:6][CH:7]=[CH:8][CH:9]=[C:4]2[CH:3]=[CH:2]1.C(O)(C(F)(F)F)=O.O[CH2:18][N:19]1[CH2:23][CH:22]([CH2:24][CH2:25][CH3:26])[CH2:21][C:20]1=[O:27], predict the reaction product. The product is: [CH2:24]([CH:22]1[CH2:23][N:19]([CH2:18][C:3]2[C:4]3[C:5](=[N:6][CH:7]=[CH:8][CH:9]=3)[NH:1][CH:2]=2)[C:20](=[O:27])[CH2:21]1)[CH2:25][CH3:26]. (4) The product is: [Br:1][C:2]1[CH:3]=[C:4]2[C:10]([C:25]3[CH:26]=[CH:27][CH:28]=[CH:29][C:24]=3[O:23][CH3:22])=[CH:9][N:8]([Si:12]([CH:19]([CH3:21])[CH3:20])([CH:16]([CH3:18])[CH3:17])[CH:13]([CH3:15])[CH3:14])[C:5]2=[N:6][CH:7]=1. Given the reactants [Br:1][C:2]1[CH:3]=[C:4]2[C:10](I)=[CH:9][N:8]([Si:12]([CH:19]([CH3:21])[CH3:20])([CH:16]([CH3:18])[CH3:17])[CH:13]([CH3:15])[CH3:14])[C:5]2=[N:6][CH:7]=1.[CH3:22][O:23][C:24]1[CH:29]=[CH:28][CH:27]=[CH:26][C:25]=1B(O)O.ClCCl.O, predict the reaction product.